Dataset: Experimentally validated miRNA-target interactions with 360,000+ pairs, plus equal number of negative samples. Task: Binary Classification. Given a miRNA mature sequence and a target amino acid sequence, predict their likelihood of interaction. (1) The miRNA is hsa-miR-4444 with sequence CUCGAGUUGGAAGAGGCG. The protein sequence of the target gene is MASRRKSTTPCMVLASEQDPDLELISDLDEGPPILTPVENAKAESVSSDEEVHGSVDSDNQQNKKVEGGYECKYCTFQTPDLNMFTFHVDSEHPNVVLNSSYVCVECNFLTKRYDALSEHNLKYHPGEENFKLTMVKRNNQTIFEQTINDLTFDGSFVKEENTEQGESIDVSSSGISISKTPIMKMMKNKVENKRITVHHNSAEGTSEEKENGVKASQEENAESVSSSALESNTSTSTINRVHPSPASTVVTPTAVLPGLAQVITAVSAQQNSNLLPKVLIPVNSIPTYNAALDNNPLLL.... Result: 0 (no interaction). (2) The miRNA is hsa-miR-378h with sequence ACUGGACUUGGUGUCAGAUGG. The protein sequence of the target gene is MRVFLPVLLAALLGMEQVHSLMCFSCTDQKNNINCLWPVSCQEKDHYCITLSAAAGFGNVNLGYTLNKGCSPICPSENVNLNLGVASVNSYCCQSSFCNFSAAGLGLRASIPLLGLGLLLSLLALLQLSP. Result: 0 (no interaction). (3) The miRNA is hsa-miR-6731-3p with sequence UCUAUUCCCCACUCUCCCCAG. The protein sequence of the target gene is MAIPGRQYGLILPKKTQPLHRVLQKPSVFGSDSDDDETSVSESLQREAAKKQAMKQTKLEIQKALAEDSTVYEYDSVYDEMQKKKEENNPKLLPGKDRKPKYIHNLLKAVEIRKKEQEKRMEKKIQREREMENGEFDDKEAFVTSAYKKKLEERAEEEEREKRAAALEAHLDVTKQKDLSGFYRHLLNQAVGEEAAPKSSFREARTVIKEEKLRGYPDETNSESRPPQQSCVLQRGAQEAEENPDADREFDDESSEDGEKRDHKVKSRGEDTGASMKHPKHHKNRAHSRSSSEERGLGTK.... Result: 0 (no interaction). (4) The miRNA is mmu-miR-674-5p with sequence GCACUGAGAUGGGAGUGGUGUA. The protein sequence of the target gene is MVSGRFYLSCLLLGSLGSMCILFTIYWMQYWRGGFAWNGSIYMFNWHPVLMVAGMVVFYGGASLVYRLPQSWVGPKLPWKLLHAALHLMAFVLTVVGLVAVFTFHNHGRTANLYSLHSWLGITTVFLFACQWFLGFAVFLLPWASMWLRSLLKPIHVFFGAAILSLSIASVISGINEKLFFSLKNTTRPYHSLPSEAVFANSTGMLVVAFGLLVLYILLASSWKRPEPGILTDRQPLLHDGE. Result: 0 (no interaction). (5) The miRNA is cel-miR-251 with sequence UUAAGUAGUGGUGCCGCUCUUA. The protein sequence of the target gene is MPRGQKSKLRAREKRRKAREETQGLKVAHATAAEKEECPSSSPVLGDTPTSSPAAGIPQKPQGAPPTTTAAAAVSCTESDEGAKCQGEENASFSQATTSTESSVKDPVAWEAGMLMHFILRKYKMREPIMKADMLKVVDEKYKDHFTEILNGASRRLELVFGLDLKEDNPSGHTYTLVSKLNLTNDGNLSNDWDFPRNGLLMPLLGVIFLKGNSATEEEIWKFMNVLGAYDGEEHLIYGEPRKFITQDLVQEKYLKYEQVPNSDPPRYQFLWGPRAYAETTKMKVLEFLAKMNGATPRDF.... Result: 0 (no interaction). (6) The miRNA is hsa-miR-4718 with sequence AGCUGUACCUGAAACCAAGCA. The protein sequence of the target gene is MEGEGVRNFKELRAKFQNLDAPPLPGPIKFPAGVSPKGDIGGTQSTQILANGKPLSSNHKQRTPYCSSSESQPLQPQKIKLAQKSEIPKCSNSPGPLGKSTVCSATSSQKASLLLEVTQSNVEIITKEKVMVANSFRNKLWNWEKVSSQKSEMSSALLLANYGSKAIHLEGQKGMGLTPEEPRKKLETKGAQTLPSQKHVVAPKILHNVSEDPSFVISQHIRKSWENPPPERSPASSPCQPIYECELASQAPEKQPDVRHHHLPKTKPLPSIDSLGPPPPKPSRPPIVNLQAFQRQPAAV.... Result: 0 (no interaction). (7) The miRNA is hsa-miR-1266-5p with sequence CCUCAGGGCUGUAGAACAGGGCU. The protein sequence of the target gene is MGAVTWLLPGIFLALFALTPEGGVLKKIIRHKRESGLNMTLPEENQPVVFNHIYNIKLPMGSQCSVDLESASGEKDLTPTPESSGSFQEHTVDGENQIVFTHRINIPRRACGCAAAPDVKELLSRLEELELLVSSLREQCTMGTGCCLQPAEGRLDTRPFCSGRGNFSAEGCGCVCEPGWKGPNCSEPDCPGNCNLRGQCLDGQCICDEGFTGEDCSQLACPNDCNDQGRCVNGVCVCFEGYAGPDCGLEVCPVPCSEEHGMCVDGRCVCKDGFAGEDCNEPLCLNNCYNRGRCVENECV.... Result: 0 (no interaction).